Dataset: Full USPTO retrosynthesis dataset with 1.9M reactions from patents (1976-2016). Task: Predict the reactants needed to synthesize the given product. (1) Given the product [CH2:1]([NH:4][C:5]1[C:14]2[C:9](=[CH:10][CH:11]=[C:12]([N+:15]([O-:17])=[O:16])[CH:13]=2)[N:8]=[C:7]([NH:24][CH2:20]/[CH:21]=[CH:22]/[CH3:23])[N:6]=1)[CH:2]=[CH2:3], predict the reactants needed to synthesize it. The reactants are: [CH2:1]([NH:4][C:5]1[C:14]2[C:9](=[CH:10][CH:11]=[C:12]([N+:15]([O-:17])=[O:16])[CH:13]=2)[N:8]=[C:7](Cl)[N:6]=1)[CH:2]=[CH2:3].Cl.[CH2:20]([NH2:24])/[CH:21]=[CH:22]/[CH3:23].C(N(CC)CC)C.O. (2) Given the product [Cl:34][C:31]1[CH:30]=[CH:29][C:28]([S:25]([C:22]2[CH:21]=[CH:20][C:19]([C:16]3[C:15]4[C:10](=[CH:11][CH:12]=[C:13]([F:35])[CH:14]=4)[CH:9]=[C:8]([CH2:7][C:6]([OH:36])=[O:5])[C:17]=3[CH3:18])=[CH:24][CH:23]=2)(=[O:26])=[O:27])=[CH:33][CH:32]=1, predict the reactants needed to synthesize it. The reactants are: O.[OH-].[Li+].C[O:5][C:6](=[O:36])[CH2:7][C:8]1[C:17]([CH3:18])=[C:16]([C:19]2[CH:24]=[CH:23][C:22]([S:25]([C:28]3[CH:33]=[CH:32][C:31]([Cl:34])=[CH:30][CH:29]=3)(=[O:27])=[O:26])=[CH:21][CH:20]=2)[C:15]2[C:10](=[CH:11][CH:12]=[C:13]([F:35])[CH:14]=2)[CH:9]=1. (3) Given the product [CH:1]1[C:10]2[C:5](=[CH:6][C:7]([C:11]3[S:15][C:14]([NH:16][C:17]([C@H:19]4[C@@H:23]([C:24]5[CH:29]=[CH:28][CH:27]=[CH:26][CH:25]=5)[CH2:22][CH2:21][NH:20]4)=[O:18])=[N:13][N:12]=3)=[CH:8][CH:9]=2)[CH:4]=[CH:3][N:2]=1, predict the reactants needed to synthesize it. The reactants are: [CH:1]1[C:10]2[C:5](=[CH:6][C:7]([C:11]3[S:15][C:14]([NH:16][C:17]([C@H:19]4[C@@H:23]([C:24]5[CH:29]=[CH:28][CH:27]=[CH:26][CH:25]=5)[CH2:22][CH2:21][N:20]4C(OC(C)(C)C)=O)=[O:18])=[N:13][N:12]=3)=[CH:8][CH:9]=2)[CH:4]=[CH:3][N:2]=1.C(O)(C(F)(F)F)=O.